From a dataset of Reaction yield outcomes from USPTO patents with 853,638 reactions. Predict the reaction yield, written as a fraction of the theoretical maximum amount of product (1.0 means a 100% yield; for example, 0.34 means a 34% yield). (1) The reactants are [C:1]([C:4]1[C:9]([NH:10][C:11](=[O:18])[CH2:12][C:13]([O:15][CH2:16][CH3:17])=[O:14])=[CH:8][C:7]([C:19]([F:22])([F:21])[F:20])=[CH:6][N:5]=1)(=O)[CH3:2].[H-].[Na+]. The catalyst is C(O)C. The product is [OH:18][C:11]1[C:12]([C:13]([O:15][CH2:16][CH3:17])=[O:14])=[C:1]([CH3:2])[C:4]2[C:9](=[CH:8][C:7]([C:19]([F:22])([F:21])[F:20])=[CH:6][N:5]=2)[N:10]=1. The yield is 0.820. (2) The reactants are C(N(C(C)C)CC)(C)C.Cl[C:11]1[N:16]=[C:15]([Cl:17])[N:14]=[C:13]([NH:18][C:19]2[NH:23][N:22]=[C:21]([CH:24]3[CH2:26][CH2:25]3)[CH:20]=2)[N:12]=1.[F:27][C:28]1[N:33]=[CH:32][C:31]([NH:34][C:35]([C@:37]2([CH3:42])[CH2:41][CH2:40][CH2:39][NH:38]2)=[O:36])=[CH:30][CH:29]=1. The catalyst is C1COCC1. The product is [Cl:17][C:15]1[N:14]=[C:13]([NH:18][C:19]2[NH:23][N:22]=[C:21]([CH:24]3[CH2:26][CH2:25]3)[CH:20]=2)[N:12]=[C:11]([N:38]2[CH2:39][CH2:40][CH2:41][C@@:37]2([CH3:42])[C:35]([NH:34][C:31]2[CH:32]=[N:33][C:28]([F:27])=[CH:29][CH:30]=2)=[O:36])[N:16]=1. The yield is 0.640. (3) The reactants are [OH:1][C@:2]1([C:30]([F:36])([F:35])[C:31]([F:34])([F:33])[F:32])[C@:18]2([CH3:19])[C@H:5]([C@H:6]3[C:15]([C@@H:16]([C:20]4[CH:25]=[CH:24][C:23]([CH:26]([OH:28])[CH3:27])=[CH:22][CH:21]=4)[CH2:17]2)=[C:14]2[C:9](=[CH:10][C:11](=[O:29])[CH2:12][CH2:13]2)[CH2:8][CH2:7]3)[CH2:4][CH2:3]1.[S:37]1[CH:41]=[CH:40][N:39]=[C:38]1[CH2:42][CH2:43][C:44](O)=[O:45]. No catalyst specified. The product is [OH:1][C@:2]1([C:30]([F:35])([F:36])[C:31]([F:32])([F:33])[F:34])[C@:18]2([CH3:19])[C@H:5]([C@H:6]3[C:15]([C@@H:16]([C:20]4[CH:21]=[CH:22][C:23]([CH:26]([O:28][C:44](=[O:45])[CH2:43][CH2:42][C:38]5[S:37][CH:41]=[CH:40][N:39]=5)[CH3:27])=[CH:24][CH:25]=4)[CH2:17]2)=[C:14]2[C:9](=[CH:10][C:11](=[O:29])[CH2:12][CH2:13]2)[CH2:8][CH2:7]3)[CH2:4][CH2:3]1. The yield is 0.620. (4) The reactants are C(O[CH2:9][C:10]1[C:11](=[O:25])[NH:12][C:13](=[O:24])[N:14]([CH:23]=1)[C@@H:15]1[O:22][C@H:19]([CH2:20][OH:21])[C@@H:17]([OH:18])[CH2:16]1)C1C=CC=CC=1. The catalyst is C(O)C.[Pd]. The product is [C@@H:15]1([N:14]2[CH:23]=[C:10]([CH3:9])[C:11](=[O:25])[NH:12][C:13]2=[O:24])[O:22][C@H:19]([CH2:20][OH:21])[C@@H:17]([OH:18])[CH2:16]1. The yield is 0.880. (5) The reactants are [Cl:1][C:2]1[CH:7]=[CH:6][N:5]2[C:8]([C:11]3[CH:12]=[C:13]([CH:15]=[CH:16][CH:17]=3)[NH2:14])=[CH:9][N:10]=[C:4]2[CH:3]=1.C(Cl)(=O)OC1C=CC([N+]([O-])=O)=CC=1.CCN(C(C)C)C(C)C.[C:40](=[O:43])([O-])[NH2:41].[F:44][C:45]([F:49])([F:48])[CH2:46]N. The catalyst is C1COCC1.CCOC(C)=O.O. The product is [Cl:1][C:2]1[CH:7]=[CH:6][N:5]2[C:8]([C:11]3[CH:12]=[C:13]([NH:14][C:40]([NH:41][CH2:46][C:45]([F:49])([F:48])[F:44])=[O:43])[CH:15]=[CH:16][CH:17]=3)=[CH:9][N:10]=[C:4]2[CH:3]=1. The yield is 0.690. (6) The yield is 1.00. The product is [ClH:24].[CH3:31][O:32][N:33]([CH3:48])[C:34]1[N:35]=[C:36]([NH:44][CH:45]2[CH2:10][CH2:5][CH2:6][CH2:47][CH2:46]2)[N:37]=[C:38]([NH:40][CH2:41][C:42]#[CH:43])[N:39]=1. The reactants are CONC.[CH:5]1(NC2N=C(NCC#C)N=C(NO)N=2)[CH2:10]CCC[CH2:6]1.[ClH:24].C(OCC)C.Cl.[CH3:31][O:32][N:33]([CH3:48])[C:34]1[N:39]=[C:38]([NH:40][CH2:41][CH2:42][CH3:43])[N:37]=[C:36]([NH:44][CH2:45][C:46]#[CH:47])[N:35]=1. No catalyst specified.